This data is from Reaction yield outcomes from USPTO patents with 853,638 reactions. The task is: Predict the reaction yield, written as a fraction of the theoretical maximum amount of product (1.0 means a 100% yield; for example, 0.34 means a 34% yield). (1) The reactants are [NH:1]1[C:9]2[C:4](=[CH:5][CH:6]=[CH:7][CH:8]=2)[CH2:3][CH2:2]1.Br[C:11]1[CH:16]=[CH:15][C:14]([C:17]([N:19]2[CH2:24][CH2:23][N:22]([C:25]([O:27][C:28]([CH3:31])([CH3:30])[CH3:29])=[O:26])[CH2:21][CH2:20]2)=[O:18])=[CH:13][CH:12]=1.C([O-])([O-])=O.[Cs+].[Cs+]. The catalyst is C1(C)C=CC=CC=1. The product is [N:1]1([C:11]2[CH:16]=[CH:15][C:14]([C:17]([N:19]3[CH2:20][CH2:21][N:22]([C:25]([O:27][C:28]([CH3:29])([CH3:31])[CH3:30])=[O:26])[CH2:23][CH2:24]3)=[O:18])=[CH:13][CH:12]=2)[C:9]2[C:4](=[CH:5][CH:6]=[CH:7][CH:8]=2)[CH2:3][CH2:2]1. The yield is 0.750. (2) The reactants are Cl[C:2]1[C:11]2[C:6](=[CH:7][CH:8]=[C:9]([Cl:12])[N:10]=2)[N:5]=[CH:4][C:3]=1[C:13](=[O:15])[CH3:14].Cl.Cl.[CH3:18][N:19]([CH3:29])[CH2:20][CH2:21][C@H:22]1[CH2:27][CH2:26][C@H:25]([NH2:28])[CH2:24][CH2:23]1. No catalyst specified. The product is [Cl:12][C:9]1[N:10]=[C:11]2[C:6](=[CH:7][CH:8]=1)[N:5]=[CH:4][C:3]([C:13](=[O:15])[CH3:14])=[C:2]2[NH:28][C@H:25]1[CH2:26][CH2:27][C@H:22]([CH2:21][CH2:20][N:19]([CH3:18])[CH3:29])[CH2:23][CH2:24]1. The yield is 0.360. (3) The reactants are [NH2:1][C:2]1[N:7]=[CH:6][N:5]=[C:4]2[N:8]([CH2:27][C@H:28]3[CH2:32][CH2:31][CH2:30][N:29]3[C:33](=[O:37])[CH2:34][C:35]#[N:36])[N:9]=[C:10]([C:11]3[CH:16]=[CH:15][C:14]([O:17][C:18]4[CH:23]=[CH:22][CH:21]=[C:20]([F:24])[C:19]=4[F:25])=[CH:13][C:12]=3[F:26])[C:3]=12.[CH:38]1([CH:41]=O)[CH2:40][CH2:39]1.N1CCCCC1. The catalyst is C(O)C. The product is [NH2:1][C:2]1[N:7]=[CH:6][N:5]=[C:4]2[N:8]([CH2:27][C@H:28]3[CH2:32][CH2:31][CH2:30][N:29]3[C:33]([C:34](=[CH:41][CH:38]3[CH2:40][CH2:39]3)[C:35]#[N:36])=[O:37])[N:9]=[C:10]([C:11]3[CH:16]=[CH:15][C:14]([O:17][C:18]4[CH:23]=[CH:22][CH:21]=[C:20]([F:24])[C:19]=4[F:25])=[CH:13][C:12]=3[F:26])[C:3]=12. The yield is 0.360. (4) The product is [CH3:18][N:11]1[CH2:10][C:9]2[C:8]([NH2:7])=[CH:16][CH:15]=[CH:14][C:13]=2[CH2:12]1. The yield is 0.660. The catalyst is O1CCCC1. The reactants are [H-].[Al+3].[Li+].[H-].[H-].[H-].[NH2:7][C:8]1[CH:16]=[CH:15][CH:14]=[C:13]2[C:9]=1[C:10](=O)[N:11]([CH3:18])[C:12]2=O. (5) The reactants are Br[C:2]1[CH:3]=[C:4]([Cl:21])[C:5]2[O:20][C:9]3[CH2:10][CH2:11][N:12]([C:15]([O:17][CH2:18][CH3:19])=[O:16])[CH2:13][CH2:14][C:8]=3[C:6]=2[CH:7]=1.[C:22]1([S:28]([O-:30])=[O:29])[CH:27]=[CH:26][CH:25]=[CH:24][CH:23]=1.[Na+]. No catalyst specified. The product is [Cl:21][C:4]1[C:5]2[O:20][C:9]3[CH2:10][CH2:11][N:12]([C:15]([O:17][CH2:18][CH3:19])=[O:16])[CH2:13][CH2:14][C:8]=3[C:6]=2[CH:7]=[C:2]([S:28]([C:22]2[CH:27]=[CH:26][CH:25]=[CH:24][CH:23]=2)(=[O:30])=[O:29])[CH:3]=1. The yield is 0.620. (6) The reactants are C([O:3][C:4](=[O:30])[C:5]([CH3:29])([CH3:28])[CH2:6][CH2:7][CH2:8][CH2:9][C:10]1([CH2:16][CH2:17][CH2:18][CH2:19][C:20]([C:23]([O:25]CC)=[O:24])([CH3:22])[CH3:21])[S:15][CH2:14][CH2:13][CH2:12][S:11]1)C.[OH-].[K+].Cl. The catalyst is C(O)C.O. The product is [C:23]([C:20]([CH3:22])([CH3:21])[CH2:19][CH2:18][CH2:17][CH2:16][C:10]1([CH2:9][CH2:8][CH2:7][CH2:6][C:5]([CH3:29])([CH3:28])[C:4]([OH:30])=[O:3])[S:15][CH2:14][CH2:13][CH2:12][S:11]1)([OH:25])=[O:24]. The yield is 0.950.